Dataset: Full USPTO retrosynthesis dataset with 1.9M reactions from patents (1976-2016). Task: Predict the reactants needed to synthesize the given product. (1) Given the product [NH2:26][CH2:25][C:24]1[CH:23]=[C:22]([NH:21][C:4]2[C:5]3[CH:10]=[CH:9][N:8]([S:11]([C:14]4[CH:15]=[CH:16][C:17]([CH3:18])=[CH:19][CH:20]=4)(=[O:13])=[O:12])[C:6]=3[N:7]=[C:2]([NH:37][C:38]3[CH:39]=[CH:40][C:41]([N:44]([CH3:48])[C:45](=[O:47])[CH3:46])=[CH:42][CH:43]=3)[N:3]=2)[CH:36]=[CH:35][CH:34]=1, predict the reactants needed to synthesize it. The reactants are: Cl[C:2]1[N:3]=[C:4]([NH:21][C:22]2[CH:23]=[C:24]([CH:34]=[CH:35][CH:36]=2)[CH2:25][NH:26]C(=O)OC(C)(C)C)[C:5]2[CH:10]=[CH:9][N:8]([S:11]([C:14]3[CH:20]=[CH:19][C:17]([CH3:18])=[CH:16][CH:15]=3)(=[O:13])=[O:12])[C:6]=2[N:7]=1.[NH2:37][C:38]1[CH:43]=[CH:42][C:41]([N:44]([CH3:48])[C:45](=[O:47])[CH3:46])=[CH:40][CH:39]=1.C[Si](Cl)(C)C. (2) Given the product [CH2:22]([N:8]([CH2:1][C:2]1[CH:3]=[CH:4][CH:5]=[CH:6][CH:7]=1)[C:9]1[C:10]([CH2:20][CH3:21])=[C:11]([NH:15][S:16]([CH3:19])(=[O:17])=[O:18])[CH:12]=[CH:13][CH:14]=1)[C:23]1[CH:24]=[CH:25][CH:26]=[CH:27][CH:28]=1, predict the reactants needed to synthesize it. The reactants are: [CH2:1]([N:8]([CH2:22][C:23]1[CH:28]=[CH:27][CH:26]=[CH:25][CH:24]=1)[C:9]1[C:10]([CH:20]=[CH2:21])=[C:11]([NH:15][S:16]([CH3:19])(=[O:18])=[O:17])[CH:12]=[CH:13][CH:14]=1)[C:2]1[CH:7]=[CH:6][CH:5]=[CH:4][CH:3]=1.C1(C)C=CC(S(NN)(=O)=O)=CC=1.O.O.O.C([O-])(=O)C.[Na+].